From a dataset of Catalyst prediction with 721,799 reactions and 888 catalyst types from USPTO. Predict which catalyst facilitates the given reaction. Reactant: [F:1][C:2]([F:43])([F:42])[C:3]1[CH:4]=[C:5]([CH:35]=[C:36]([C:38]([F:41])([F:40])[F:39])[CH:37]=1)[CH2:6][N:7]([C:29]1[N:30]=[N:31][N:32]([CH3:34])[N:33]=1)[C@@H:8]1[C:14]2=[CH:15][C:16]3[CH2:17][O:18][CH2:19][C:20]=3[CH:21]=[C:13]2[N:12]([CH2:22][C:23]2[CH:28]=[CH:27][N:26]=[CH:25][CH:24]=2)[CH2:11][CH2:10][CH2:9]1.[ClH:44]. Product: [ClH:44].[F:43][C:2]([F:1])([F:42])[C:3]1[CH:4]=[C:5]([CH:35]=[C:36]([C:38]([F:39])([F:40])[F:41])[CH:37]=1)[CH2:6][N:7]([C:29]1[N:30]=[N:31][N:32]([CH3:34])[N:33]=1)[C@@H:8]1[C:14]2=[CH:15][C:16]3[CH2:17][O:18][CH2:19][C:20]=3[CH:21]=[C:13]2[N:12]([CH2:22][C:23]2[CH:24]=[CH:25][N:26]=[CH:27][CH:28]=2)[CH2:11][CH2:10][CH2:9]1. The catalyst class is: 27.